Predict the reaction yield, written as a fraction of the theoretical maximum amount of product (1.0 means a 100% yield; for example, 0.34 means a 34% yield). From a dataset of Reaction yield outcomes from USPTO patents with 853,638 reactions. (1) The reactants are [ClH:1].[F:2][C:3]1[CH:4]=[C:5]([NH:29][C:30](=[O:42])[CH2:31][C:32]([NH:34][C:35]2[CH:40]=[CH:39][C:38]([F:41])=[CH:37][CH:36]=2)=[O:33])[CH:6]=[CH:7][C:8]=1[O:9][C:10]1[C:15]2=[C:16]([CH3:28])[C:17]([O:19][CH2:20][CH2:21][N:22]3[CH2:27][CH2:26]O[CH2:24][CH2:23]3)=[CH:18][N:14]2[N:13]=[CH:12][N:11]=1.FC1C=C(N)C=CC=1O[C:51]1C2=C(C)C(OCCN3CCN(C)CC3)=CN2N=C[N:52]=1. No catalyst specified. The product is [ClH:1].[ClH:1].[F:2][C:3]1[CH:4]=[C:5]([NH:29][C:30](=[O:42])[CH2:31][C:32]([NH:34][C:35]2[CH:36]=[CH:37][C:38]([F:41])=[CH:39][CH:40]=2)=[O:33])[CH:6]=[CH:7][C:8]=1[O:9][C:10]1[C:15]2=[C:16]([CH3:28])[C:17]([O:19][CH2:20][CH2:21][N:22]3[CH2:23][CH2:24][N:52]([CH3:51])[CH2:26][CH2:27]3)=[CH:18][N:14]2[N:13]=[CH:12][N:11]=1. The yield is 0.460. (2) The reactants are [NH2:1][C:2]1[S:3][C:4]2[CH:10]=[C:9]([N+:11]([O-:13])=[O:12])[CH:8]=[CH:7][C:5]=2[N:6]=1.Cl[C:15]([O:17][CH3:18])=[O:16].O. The catalyst is N1C=CC=CC=1. The product is [N+:11]([C:9]1[CH:8]=[CH:7][C:5]2[N:6]=[C:2]([NH:1][C:15](=[O:16])[O:17][CH3:18])[S:3][C:4]=2[CH:10]=1)([O-:13])=[O:12]. The yield is 0.450. (3) The reactants are C1C=C(Cl)C=C(C(OO)=[O:9])C=1.[CH2:12]([N:16]([C:29]1[CH:34]=[CH:33][CH:32]=[CH:31][CH:30]=1)[S:17]([C:20]1[CH:25]=[CH:24][CH:23]=[CH:22][C:21]=1[N+:26]([O-:28])=[O:27])(=[O:19])=[O:18])[CH2:13][CH:14]=[CH2:15]. The catalyst is C(Cl)(Cl)Cl.O.C([O-])(O)=O.[Na+]. The product is [N+:26]([C:21]1[CH:22]=[CH:23][CH:24]=[CH:25][C:20]=1[S:17]([N:16]([CH2:12][CH2:13][CH:14]1[CH2:15][O:9]1)[C:29]1[CH:34]=[CH:33][CH:32]=[CH:31][CH:30]=1)(=[O:19])=[O:18])([O-:28])=[O:27]. The yield is 0.969. (4) The reactants are C([Li])CCC.[S:6]1[CH:10]=[CH:9][N:8]=[CH:7]1.[CH2:11]1[O:21][C:14]2([CH2:19][CH2:18][C:17](=[O:20])[CH2:16][CH2:15]2)[O:13][CH2:12]1.O. The catalyst is C1COCC1. The product is [S:6]1[CH:10]=[CH:9][N:8]=[C:7]1[C:17]1([OH:20])[CH2:18][CH2:19][C:14]2([O:21][CH2:11][CH2:12][O:13]2)[CH2:15][CH2:16]1. The yield is 0.890. (5) The reactants are [Br:1][C:2]1[C:3](F)=[C:4]([C:8](=O)[CH3:9])[CH:5]=[CH:6][CH:7]=1.O.[NH2:13][NH2:14].C(OCC)C. The catalyst is CCCCCC. The product is [Br:1][C:2]1[CH:7]=[CH:6][CH:5]=[C:4]2[C:3]=1[NH:14][N:13]=[C:8]2[CH3:9]. The yield is 0.580. (6) The reactants are [C:1]([O:5][C:6]([N:8]1[CH2:13][CH2:12][CH:11]([C:14]2[C:23]3[C:18](=[CH:19][C:20](F)=[C:21]([F:24])[CH:22]=3)[N:17]=[CH:16][N:15]=2)[CH2:10][CH2:9]1)=[O:7])([CH3:4])([CH3:3])[CH3:2].[NH:26]1[CH2:31][CH2:30][O:29][CH2:28][CH2:27]1. The catalyst is C1COCC1.CS(C)=O. The product is [C:1]([O:5][C:6]([N:8]1[CH2:13][CH2:12][CH:11]([C:14]2[C:23]3[C:18](=[CH:19][C:20]([N:26]4[CH2:31][CH2:30][O:29][CH2:28][CH2:27]4)=[C:21]([F:24])[CH:22]=3)[N:17]=[CH:16][N:15]=2)[CH2:10][CH2:9]1)=[O:7])([CH3:2])([CH3:3])[CH3:4]. The yield is 0.890. (7) The reactants are [OH2:1].C.[Se](=O)=O.C([C:9]1[CH:14]=[CH:13][CH:12]=[CH:11][C:10]=1[NH:15][S:16]([C:19]1[CH:24]=[CH:23][CH:22]=[CH:21][CH:20]=1)(=[O:18])=[O:17])(=O)C.[O:25]1[CH2:30][CH2:29][O:28][CH2:27][CH2:26]1. No catalyst specified. The product is [CH2:26]([O:25][CH:30]([OH:1])[C:29]([C:12]1[CH:11]=[C:10]([NH:15][S:16]([C:19]2[CH:20]=[CH:21][CH:22]=[CH:23][CH:24]=2)(=[O:17])=[O:18])[CH:9]=[CH:14][CH:13]=1)=[O:28])[CH3:27]. The yield is 0.460.